Dataset: Forward reaction prediction with 1.9M reactions from USPTO patents (1976-2016). Task: Predict the product of the given reaction. (1) Given the reactants [CH3:1][C:2]1[CH:7]=[CH:6][C:5]([OH:8])=[CH:4][CH:3]=1.Cl[C:10]1[N:15]=[C:14]([NH:16][CH3:17])[C:13]([N+:18]([O-:20])=[O:19])=[CH:12][CH:11]=1.[H-].[Na+], predict the reaction product. The product is: [CH3:17][NH:16][C:14]1[C:13]([N+:18]([O-:20])=[O:19])=[CH:12][CH:11]=[C:10]([O:8][C:5]2[CH:6]=[CH:7][C:2]([CH3:1])=[CH:3][CH:4]=2)[N:15]=1. (2) Given the reactants [CH3:1][O:2][C:3]1[CH:4]=[C:5]([CH:8]=[CH:9][C:10]=1[N+:11]([O-])=O)[CH2:6]Cl.[Na+].[CH3:15][S:16]([O-:18])=[O:17].O, predict the reaction product. The product is: [CH3:1][O:2][C:3]1[CH:4]=[C:5]([CH2:6][S:16]([CH3:15])(=[O:18])=[O:17])[CH:8]=[CH:9][C:10]=1[NH2:11].